Predict the product of the given reaction. From a dataset of Forward reaction prediction with 1.9M reactions from USPTO patents (1976-2016). (1) Given the reactants [CH:1]([Li])([CH2:3]C)[CH3:2].[CH2:6]([C:10]1[N:14](CC2C=CC(C3C=CC=CC=3C3NN=NN=3)=CC=2)[N:13]=[C:12]([CH2:33][C:34](=O)[CH2:35][CH2:36][CH3:37])[N:11]=1)[CH2:7][CH2:8][CH3:9].C(Br)C1C=CC=CC=1.C1C[O:50]CC1, predict the reaction product. The product is: [CH2:6]([C:10]1[NH:14][N:13]=[C:12]([C:33](=[O:50])[CH2:34][C:35]2[CH:36]=[CH:37][CH:3]=[CH:1][CH:2]=2)[N:11]=1)[CH2:7][CH2:8][CH3:9]. (2) The product is: [CH3:1][O:2][C:3]([C:4]1[N:17]=[C:18]([NH2:20])[S:19][C:5]=1[CH2:6][CH2:7][C:8]1[CH:13]=[CH:12][CH:11]=[CH:10][CH:9]=1)=[O:16]. Given the reactants [CH3:1][O:2][C:3](=[O:16])[C:4](=O)[CH:5](Cl)[CH2:6][CH2:7][C:8]1[CH:13]=[CH:12][CH:11]=[CH:10][CH:9]=1.[NH2:17][C:18]([NH2:20])=[S:19].N.CO, predict the reaction product.